This data is from Full USPTO retrosynthesis dataset with 1.9M reactions from patents (1976-2016). The task is: Predict the reactants needed to synthesize the given product. The reactants are: C[Si](C=[N+]=[N-])(C)C.[I:8][C:9]1[CH:14]=[CH:13][CH:12]=[CH:11][C:10]=1[CH2:15][C:16]([OH:18])=[O:17].[CH3:19]O. Given the product [CH3:19][O:17][C:16](=[O:18])[CH2:15][C:10]1[CH:11]=[CH:12][CH:13]=[CH:14][C:9]=1[I:8], predict the reactants needed to synthesize it.